Task: Regression. Given a peptide amino acid sequence and an MHC pseudo amino acid sequence, predict their binding affinity value. This is MHC class I binding data.. Dataset: Peptide-MHC class I binding affinity with 185,985 pairs from IEDB/IMGT (1) The peptide sequence is LLGMWGIAAL. The MHC is HLA-A02:02 with pseudo-sequence HLA-A02:02. The binding affinity (normalized) is 0.825. (2) The peptide sequence is AERKAERKQR. The MHC is Mamu-B03 with pseudo-sequence Mamu-B03. The binding affinity (normalized) is 0. (3) The peptide sequence is LTPEVASL. The MHC is Mamu-A01 with pseudo-sequence Mamu-A01. The binding affinity (normalized) is 0.953. (4) The peptide sequence is KITFALKKL. The MHC is HLA-A03:01 with pseudo-sequence HLA-A03:01. The binding affinity (normalized) is 0.137. (5) The peptide sequence is EYADVFHLY. The MHC is HLA-A30:02 with pseudo-sequence HLA-A30:02. The binding affinity (normalized) is 0.780. (6) The peptide sequence is MFINDVHAL. The MHC is HLA-A03:01 with pseudo-sequence HLA-A03:01. The binding affinity (normalized) is 0.0847.